From a dataset of Reaction yield outcomes from USPTO patents with 853,638 reactions. Predict the reaction yield, written as a fraction of the theoretical maximum amount of product (1.0 means a 100% yield; for example, 0.34 means a 34% yield). (1) The reactants are [Br-].[F:2][C:3]1[CH:8]=[CH:7][C:6]([C:9]2[C:13]([C:14]3[CH:19]=[CH:18][CH:17]=[CH:16][N:15]=3)=[CH:12][N:11]([CH:20]([CH3:22])[CH3:21])[C:10]=2[CH2:23][P+](C2C=CC=CC=2)(C2C=CC=CC=2)C2C=CC=CC=2)=[CH:5][CH:4]=1.CS(C)=O.C[Si]([N-][Si](C)(C)C)(C)C.[Na+].[C:57]([O:61][C:62](=[O:74])[CH2:63][CH:64]1[CH2:69][CH:68]([CH:70]=O)[O:67][C:66]([CH3:73])([CH3:72])[O:65]1)([CH3:60])([CH3:59])[CH3:58]. The catalyst is C1COCC1. The product is [C:57]([O:61][C:62](=[O:74])[CH2:63][CH:64]1[CH2:69][CH:68]([CH:70]=[CH:23][C:10]2[N:11]([CH:20]([CH3:22])[CH3:21])[CH:12]=[C:13]([C:14]3[CH:19]=[CH:18][CH:17]=[CH:16][N:15]=3)[C:9]=2[C:6]2[CH:5]=[CH:4][C:3]([F:2])=[CH:8][CH:7]=2)[O:67][C:66]([CH3:73])([CH3:72])[O:65]1)([CH3:60])([CH3:58])[CH3:59]. The yield is 0.660. (2) The reactants are [Cl:1][C:2]1[CH:40]=[CH:39][C:5]([CH2:6][N:7]2[C:15]3[C:14](=[O:16])[N:13]([CH2:17][CH2:18][CH2:19][O:20]C4CCCCO4)[C:12](=[O:27])[N:11]([CH3:28])[C:10]=3[N:9]=[C:8]2[O:29][CH2:30][CH2:31][O:32][CH:33]2[CH2:38][CH2:37][CH2:36][CH2:35][CH2:34]2)=[CH:4][CH:3]=1. The catalyst is Cl. The product is [Cl:1][C:2]1[CH:3]=[CH:4][C:5]([CH2:6][N:7]2[C:15]3[C:14](=[O:16])[N:13]([CH2:17][CH2:18][CH2:19][OH:20])[C:12](=[O:27])[N:11]([CH3:28])[C:10]=3[N:9]=[C:8]2[O:29][CH2:30][CH2:31][O:32][CH:33]2[CH2:34][CH2:35][CH2:36][CH2:37][CH2:38]2)=[CH:39][CH:40]=1. The yield is 0.609. (3) The reactants are [CH2:1]([O:8][C:9]1[CH:14]=[CH:13][C:12]([C:15]2[N:16]([CH2:28][CH2:29][OH:30])[CH:17]=[C:18]([C:20]3[N:21]([CH:25]([CH3:27])[CH3:26])[N:22]=[CH:23][N:24]=3)[N:19]=2)=[C:11](F)[CH:10]=1)[C:2]1[CH:7]=[CH:6][CH:5]=[CH:4][CH:3]=1.[H-].[Na+]. The catalyst is CN(C=O)C. The product is [CH2:1]([O:8][C:9]1[CH:14]=[CH:13][C:12]2[C:15]3[N:16]([CH2:28][CH2:29][O:30][C:11]=2[CH:10]=1)[CH:17]=[C:18]([C:20]1[N:21]([CH:25]([CH3:27])[CH3:26])[N:22]=[CH:23][N:24]=1)[N:19]=3)[C:2]1[CH:7]=[CH:6][CH:5]=[CH:4][CH:3]=1. The yield is 0.580. (4) The reactants are [NH2:1][C:2]1[S:3][C:4]([C:7]([O:9][CH2:10][CH3:11])=[O:8])=[CH:5][N:6]=1.[C:12](O[C:12]([O:14][C:15]([CH3:18])([CH3:17])[CH3:16])=[O:13])([O:14][C:15]([CH3:18])([CH3:17])[CH3:16])=[O:13]. The catalyst is CN(C)C1C=CN=CC=1.C1COCC1. The product is [C:15]([O:14][C:12]([NH:1][C:2]1[S:3][C:4]([C:7]([O:9][CH2:10][CH3:11])=[O:8])=[CH:5][N:6]=1)=[O:13])([CH3:18])([CH3:17])[CH3:16]. The yield is 0.680. (5) The reactants are [OH:1][C:2]1[CH:3]=[C:4]([CH:7]=[C:8]([OH:10])[CH:9]=1)[CH:5]=[O:6].[C:11]([Si:15](Cl)([CH3:17])[CH3:16])([CH3:14])([CH3:13])[CH3:12]. No catalyst specified. The product is [Si:15]([O:1][C:2]1[CH:3]=[C:4]([CH:7]=[C:8]([O:10][Si:15]([C:11]([CH3:14])([CH3:13])[CH3:12])([CH3:17])[CH3:16])[CH:9]=1)[CH:5]=[O:6])([C:11]([CH3:14])([CH3:13])[CH3:12])([CH3:17])[CH3:16]. The yield is 1.00. (6) The reactants are [OH:1][CH:2]([CH2:16][C:17]1[CH:22]=[CH:21][CH:20]=[CH:19][CH:18]=1)[CH2:3]/[CH:4]=[CH:5]/[C:6]1[CH:15]=[CH:14][CH:13]=[CH:12][C:7]=1[C:8]([O:10][CH3:11])=[O:9]. The catalyst is CO.[Pd]. The product is [OH:1][CH:2]([CH2:16][C:17]1[CH:22]=[CH:21][CH:20]=[CH:19][CH:18]=1)[CH2:3][CH2:4][CH2:5][C:6]1[CH:15]=[CH:14][CH:13]=[CH:12][C:7]=1[C:8]([O:10][CH3:11])=[O:9]. The yield is 0.970. (7) The reactants are N1C=CC=CC=1.[NH:7]1[CH2:12][CH2:11][O:10][C@H:9]([CH2:13][OH:14])[CH2:8]1.[C:15]([Si:19](Cl)([C:26]1[CH:31]=[CH:30][CH:29]=[CH:28][CH:27]=1)[C:20]1[CH:25]=[CH:24][CH:23]=[CH:22][CH:21]=1)([CH3:18])([CH3:17])[CH3:16]. The catalyst is CN(C1C=CN=CC=1)C.C(Cl)Cl. The product is [Si:19]([O:14][CH2:13][C@H:9]1[O:10][CH2:11][CH2:12][NH:7][CH2:8]1)([C:15]([CH3:18])([CH3:17])[CH3:16])([C:26]1[CH:27]=[CH:28][CH:29]=[CH:30][CH:31]=1)[C:20]1[CH:25]=[CH:24][CH:23]=[CH:22][CH:21]=1. The yield is 0.430. (8) The reactants are Cl[C:2]1[N:7]=[C:6]([C:8]2[N:12]3[CH:13]=[CH:14][CH:15]=[CH:16][C:11]3=[N:10][C:9]=2[C:17]2[CH:18]=[CH:19][C:20]([O:34][CH3:35])=[C:21]([CH:33]=2)[C:22]([NH:24][C:25]2[C:30]([F:31])=[CH:29][CH:28]=[CH:27][C:26]=2[F:32])=[O:23])[CH:5]=[CH:4][N:3]=1.[CH2:36]([C:38]1[C:39]([N:47]2[CH2:52][CH2:51][CH:50]([CH2:53][CH2:54][S:55]([CH3:58])(=[O:57])=[O:56])[CH2:49][CH2:48]2)=[CH:40][C:41]([O:45][CH3:46])=[C:42]([CH:44]=1)[NH2:43])[CH3:37].Cl.O1CCOCC1.N. The catalyst is CO. The product is [F:32][C:26]1[CH:27]=[CH:28][CH:29]=[C:30]([F:31])[C:25]=1[NH:24][C:22](=[O:23])[C:21]1[CH:33]=[C:17]([C:9]2[N:10]=[C:11]3[CH:16]=[CH:15][CH:14]=[CH:13][N:12]3[C:8]=2[C:6]2[CH:5]=[CH:4][N:3]=[C:2]([NH:43][C:42]3[CH:44]=[C:38]([CH2:36][CH3:37])[C:39]([N:47]4[CH2:48][CH2:49][CH:50]([CH2:53][CH2:54][S:55]([CH3:58])(=[O:57])=[O:56])[CH2:51][CH2:52]4)=[CH:40][C:41]=3[O:45][CH3:46])[N:7]=2)[CH:18]=[CH:19][C:20]=1[O:34][CH3:35]. The yield is 0.560. (9) The reactants are [O:1]=[C:2]1[C:11]2[CH:10]=[CH:9][CH:8]=[C:7]3[NH:12][CH:13]([C:21]4[CH:22]=[C:23]([CH:26]=[CH:27][CH:28]=4)[CH:24]=O)[CH:14]([C:15]4[CH:20]=[CH:19][CH:18]=[CH:17][CH:16]=4)[C:5]([C:6]=23)=[N:4][NH:3]1.[NH:29]1[CH2:34][CH2:33][O:32][CH2:31][CH2:30]1.C(O)(=O)C.C(O[BH-](OC(=O)C)OC(=O)C)(=O)C.[Na+]. The catalyst is CO. The product is [O:32]1[CH2:33][CH2:34][N:29]([CH2:24][C:23]2[CH:22]=[C:21]([CH:13]3[NH:12][C:7]4[C:6]5[C:5](=[N:4][NH:3][C:2](=[O:1])[C:11]=5[CH:10]=[CH:9][CH:8]=4)[CH:14]3[C:15]3[CH:20]=[CH:19][CH:18]=[CH:17][CH:16]=3)[CH:28]=[CH:27][CH:26]=2)[CH2:30][CH2:31]1. The yield is 0.660.